Dataset: Full USPTO retrosynthesis dataset with 1.9M reactions from patents (1976-2016). Task: Predict the reactants needed to synthesize the given product. (1) The reactants are: [H-].[Al+3].[Li+].[H-].[H-].[H-].[CH2:7]([C:9]1[CH:10]=[N:11][CH:12]=[C:13]([F:20])[C:14]=1[C:15](OCC)=[O:16])[CH3:8]. Given the product [CH2:7]([C:9]1[CH:10]=[N:11][CH:12]=[C:13]([F:20])[C:14]=1[CH2:15][OH:16])[CH3:8], predict the reactants needed to synthesize it. (2) Given the product [CH2:26]([N:14]1[C:11]2[CH2:12][CH2:13][NH:8][CH2:9][C:10]=2[C:16]([C:17]2[CH:18]=[CH:19][C:20]([N+:23]([O-:25])=[O:24])=[CH:21][CH:22]=2)=[CH:15]1)[C:27]1[CH:28]=[CH:29][CH:30]=[CH:31][CH:32]=1, predict the reactants needed to synthesize it. The reactants are: C(OC([N:8]1[CH2:13][CH2:12][C:11]2[N:14]([CH2:26][C:27]3[CH:32]=[CH:31][CH:30]=[CH:29][CH:28]=3)[CH:15]=[C:16]([C:17]3[CH:22]=[CH:21][C:20]([N+:23]([O-:25])=[O:24])=[CH:19][CH:18]=3)[C:10]=2[CH2:9]1)=O)(C)(C)C.C(OC(N1CCC(=O)CC1)=O)(C)(C)C.C(N)C1C=CC=CC=1.[N+](C1C=CC(C=C[N+]([O-])=O)=CC=1)([O-])=O. (3) The reactants are: [NH:1]1[C:5]2[CH:6]=[CH:7][CH:8]=[CH:9][C:4]=2[N:3]=[C:2]1[NH:10][CH2:11][C:12]1[CH:17]=[CH:16][C:15]([NH:18][C:19]2[CH:24]=[C:23](Cl)[N:22]=[CH:21][N:20]=2)=[CH:14][CH:13]=1.[CH3:26][O:27][C:28]1[CH:33]=[CH:32][CH:31]=[CH:30][C:29]=1B(O)O.C([O-])([O-])=O.[Na+].[Na+].O. Given the product [NH:1]1[C:5]2[CH:6]=[CH:7][CH:8]=[CH:9][C:4]=2[N:3]=[C:2]1[NH:10][CH2:11][C:12]1[CH:17]=[CH:16][C:15]([NH:18][C:19]2[CH:24]=[C:23]([C:29]3[CH:30]=[CH:31][CH:32]=[CH:33][C:28]=3[O:27][CH3:26])[N:22]=[CH:21][N:20]=2)=[CH:14][CH:13]=1, predict the reactants needed to synthesize it. (4) Given the product [N:23]1([C:16]([O:18][C:19]([CH3:22])([CH3:21])[CH3:20])=[O:17])[CH2:30][CH2:29][CH2:28][C@H:24]1[C:25]([O:27][CH2:2][C:3]([C:5]1[CH:10]=[CH:9][C:8]([Br:11])=[C:7]([O:12][CH:13]([F:15])[F:14])[CH:6]=1)=[O:4])=[O:26], predict the reactants needed to synthesize it. The reactants are: Br[CH2:2][C:3]([C:5]1[CH:10]=[CH:9][C:8]([Br:11])=[C:7]([O:12][CH:13]([F:15])[F:14])[CH:6]=1)=[O:4].[C:16]([N:23]1[CH2:30][CH2:29][CH2:28][C@H:24]1[C:25]([OH:27])=[O:26])([O:18][C:19]([CH3:22])([CH3:21])[CH3:20])=[O:17].C(N(CC)CC)C. (5) Given the product [NH2:1][C:4]1[C:5]([OH:14])=[CH:6][C:7]([C:10]([F:13])([F:11])[F:12])=[N:8][CH:9]=1, predict the reactants needed to synthesize it. The reactants are: [N+:1]([C:4]1[C:5]([OH:14])=[CH:6][C:7]([C:10]([F:13])([F:12])[F:11])=[N:8][CH:9]=1)([O-])=O.[Cl-].[NH4+]. (6) Given the product [NH2:1][C:2]1[CH:7]=[CH:6][N:5]([CH:8]2[C:12]([OH:14])([CH3:13])[CH:11]([OH:23])[CH:10]([CH2:32][OH:33])[O:9]2)[C:4](=[O:42])[N:3]=1, predict the reactants needed to synthesize it. The reactants are: [NH2:1][C:2]1[CH:7]=[CH:6][N:5]([CH:8]2[C:12]([O:14]C(=O)C3C=CC=CC=3)([CH3:13])[CH:11]([O:23]C(=O)C3C=CC=CC=3)[CH:10]([CH2:32][O:33]C(=O)C3C=CC=CC=3)[O:9]2)[C:4](=[O:42])[N:3]=1.C[O-].[Na+].CO. (7) Given the product [CH2:35]([C@H:34]([CH:6]([O:18][C:19](=[O:33])[CH2:20][CH2:21][CH2:22][CH2:23][CH2:24][CH2:25][CH2:26][CH2:27][CH2:28][CH2:29][CH2:30][CH2:31][CH3:32])[CH2:7][CH2:8][CH2:9][CH2:10][CH2:11][CH2:12][CH2:13][CH2:14][CH2:15][CH2:16][CH3:17])[C:42]([OH:45])=[O:44])[C:36]1[CH:37]=[CH:38][CH:39]=[CH:40][CH:41]=1, predict the reactants needed to synthesize it. The reactants are: O=C([C@@:6]([CH2:34][CH2:35][C:36]1[CH:41]=[CH:40][CH:39]=[CH:38][CH:37]=1)([O:18][C:19](=[O:33])[CH2:20][CH2:21][CH2:22][CH2:23][CH2:24][CH2:25][CH2:26][CH2:27][CH2:28][CH2:29][CH2:30][CH2:31][CH3:32])[CH2:7][CH2:8][CH2:9][CH2:10][CH2:11][CH2:12][CH2:13][CH2:14][CH2:15][CH2:16][CH3:17])C([O-])=O.[C:42]([OH:45])(=[O:44])C. (8) Given the product [CH:1]1([C:7]2([CH3:15])[N:11]([CH3:12])[C:10](=[O:13])[N:9]([CH2:17][C:18](=[O:19])[C:20]3[NH:21][CH:22]=[CH:23][CH:24]=3)[C:8]2=[O:14])[CH2:6][CH2:5][CH:4]=[CH:3][CH2:2]1, predict the reactants needed to synthesize it. The reactants are: [CH:1]1([C:7]2([CH3:15])[N:11]([CH3:12])[C:10](=[O:13])[NH:9][C:8]2=[O:14])[CH2:6][CH2:5][CH:4]=[CH:3][CH2:2]1.Br[CH2:17][C:18]([C:20]1[NH:21][CH:22]=[CH:23][CH:24]=1)=[O:19].